Dataset: Reaction yield outcomes from USPTO patents with 853,638 reactions. Task: Predict the reaction yield, written as a fraction of the theoretical maximum amount of product (1.0 means a 100% yield; for example, 0.34 means a 34% yield). (1) The reactants are Cl[C:2]1[N:3]=[C:4]([N:17]2[CH2:22][CH2:21][O:20][CH2:19][CH2:18]2)[C:5]2[N:10]=[N:9][N:8]([CH2:11][CH2:12][NH:13][C:14](=[O:16])[CH3:15])[C:6]=2[N:7]=1.[OH:23][C:24]1[CH:25]=[C:26](B(O)O)[CH:27]=[CH:28][CH:29]=1. No catalyst specified. The product is [OH:23][C:24]1[CH:29]=[C:28]([C:2]2[N:3]=[C:4]([N:17]3[CH2:22][CH2:21][O:20][CH2:19][CH2:18]3)[C:5]3[N:10]=[N:9][N:8]([CH2:11][CH2:12][NH:13][C:14](=[O:16])[CH3:15])[C:6]=3[N:7]=2)[CH:27]=[CH:26][CH:25]=1. The yield is 0.290. (2) The reactants are [Cl-].O[NH3+:3].[C:4](=[O:7])([O-])[OH:5].[Na+].CS(C)=O.[CH2:13]([C:17]1[N:18]=[C:19]([CH3:46])[N:20]([C:39]2[CH:44]=[CH:43][CH:42]=[CH:41][C:40]=2[CH3:45])[C:21](=[O:38])[C:22]=1[CH2:23][C:24]1[CH:29]=[CH:28][C:27]([C:30]2[C:31]([C:36]#[N:37])=[CH:32][CH:33]=[CH:34][CH:35]=2)=[CH:26][CH:25]=1)[CH2:14][CH2:15][CH3:16]. The catalyst is O.C(OCC)(=O)C. The product is [CH2:13]([C:17]1[N:18]=[C:19]([CH3:46])[N:20]([C:39]2[CH:44]=[CH:43][CH:42]=[CH:41][C:40]=2[CH3:45])[C:21](=[O:38])[C:22]=1[CH2:23][C:24]1[CH:29]=[CH:28][C:27]([C:30]2[CH:35]=[CH:34][CH:33]=[CH:32][C:31]=2[C:36]2[NH:3][C:4](=[O:7])[O:5][N:37]=2)=[CH:26][CH:25]=1)[CH2:14][CH2:15][CH3:16]. The yield is 0.420. (3) The reactants are [CH2:1]([N:3]([CH2:18][CH3:19])[CH2:4][CH2:5][NH:6][C:7]([C:9]1[C:13]([CH3:14])=[C:12]([CH:15]=O)[NH:11][C:10]=1[CH3:17])=[O:8])[CH3:2].[F:20][C:21]1[CH:22]=[C:23]2[C:27](=[CH:28][CH:29]=1)[NH:26][C:25](=[O:30])[CH2:24]2.N1CCCC1. The catalyst is C(O)C. The product is [CH2:1]([N:3]([CH2:18][CH3:19])[CH2:4][CH2:5][NH:6][C:7]([C:9]1[C:13]([CH3:14])=[C:12](/[CH:15]=[C:24]2\[C:25](=[O:30])[NH:26][C:27]3[C:23]\2=[CH:22][C:21]([F:20])=[CH:29][CH:28]=3)[NH:11][C:10]=1[CH3:17])=[O:8])[CH3:2]. The yield is 0.880. (4) The reactants are [H-].[Na+].[C:3]1([OH:9])[CH:8]=[CH:7][CH:6]=[CH:5][CH:4]=1.[Br:10][C:11]1[CH:12]=[N:13][CH:14]=[C:15](Br)[CH:16]=1.[OH-].[Na+]. The catalyst is CN(C=O)C.O. The product is [Br:10][C:11]1[CH:12]=[N:13][CH:14]=[C:15]([O:9][C:3]2[CH:8]=[CH:7][CH:6]=[CH:5][CH:4]=2)[CH:16]=1. The yield is 0.680. (5) The reactants are [CH3:1][C:2]1[O:6][C:5]([C:7]2[N:12]=[C:11]([NH2:13])[N:10]=[C:9]([NH2:14])[C:8]=2[N+:15]([O-])=O)=[CH:4][CH:3]=1. The catalyst is CO.[Pd]. The product is [CH3:1][C:2]1[O:6][C:5]([C:7]2[N:12]=[C:11]([NH2:13])[N:10]=[C:9]([NH2:14])[C:8]=2[NH2:15])=[CH:4][CH:3]=1. The yield is 0.990. (6) The reactants are [OH:1][C:2]1[CH:11]=[C:10]([OH:12])[CH:9]=[C:8]2[C:3]=1[C:4]([CH2:14][CH2:15][CH3:16])=[CH:5][C:6](=[O:13])[O:7]2.[C:17](Cl)(=[O:22])[C:18]([CH3:21])([CH3:20])[CH3:19]. The catalyst is N1C=CC=CC=1.C1COCC1. The product is [C:17]([O:1][C:2]1[CH:11]=[C:10]([O:12][C:17](=[O:22])[C:18]([CH3:21])([CH3:20])[CH3:19])[CH:9]=[C:8]2[C:3]=1[C:4]([CH2:14][CH2:15][CH3:16])=[CH:5][C:6](=[O:13])[O:7]2)(=[O:22])[C:18]([CH3:21])([CH3:20])[CH3:19]. The yield is 0.980.